From a dataset of Catalyst prediction with 721,799 reactions and 888 catalyst types from USPTO. Predict which catalyst facilitates the given reaction. (1) Reactant: [C:1]([CH2:3][C:4]1([CH2:17][N:18]([C@@H:25]2[CH2:27][C@H:26]2[C:28]2[CH:33]=[CH:32][CH:31]=[CH:30][CH:29]=2)[C:19](=[O:24])[C:20]([F:23])([F:22])[F:21])[CH2:9][CH2:8][N:7](C(OC(C)(C)C)=O)[CH2:6][CH2:5]1)#[N:2].Cl.O1CCOCC1. Product: [C:1]([CH2:3][C:4]1([CH2:17][N:18]([C@@H:25]2[CH2:27][C@H:26]2[C:28]2[CH:33]=[CH:32][CH:31]=[CH:30][CH:29]=2)[C:19](=[O:24])[C:20]([F:23])([F:21])[F:22])[CH2:9][CH2:8][NH:7][CH2:6][CH2:5]1)#[N:2]. The catalyst class is: 2. (2) Product: [Cl:19][C:17]1[CH:16]=[CH:15][C:14]2[N:8]([CH2:7][C:6]([CH3:55])([CH3:54])[CH2:5][OH:4])[C:9](=[O:53])[C@@H:10]([CH2:30][C:31]([NH:33][C:34]3[CH:35]=[CH:36][C:37]4[O:41][C:40]([C:42]([OH:44])=[O:43])=[C:39]([O:47][CH2:48][C:49]([OH:51])=[O:50])[C:38]=4[CH:52]=3)=[O:32])[O:11][C@H:12]([C:20]3[CH:25]=[CH:24][CH:23]=[C:22]([O:26][CH3:27])[C:21]=3[O:28][CH3:29])[C:13]=2[CH:18]=1. The catalyst class is: 214. Reactant: C([O:4][CH2:5][C:6]([CH3:55])([CH3:54])[CH2:7][N:8]1[C:14]2[CH:15]=[CH:16][C:17]([Cl:19])=[CH:18][C:13]=2[C@@H:12]([C:20]2[CH:25]=[CH:24][CH:23]=[C:22]([O:26][CH3:27])[C:21]=2[O:28][CH3:29])[O:11][C@H:10]([CH2:30][C:31]([NH:33][C:34]2[CH:35]=[CH:36][C:37]3[O:41][C:40]([C:42]([O:44]CC)=[O:43])=[C:39]([O:47][CH2:48][C:49]([OH:51])=[O:50])[C:38]=3[CH:52]=2)=[O:32])[C:9]1=[O:53])(=O)C.[OH-].[Na+].Cl. (3) Reactant: [N+:1]([C:4]1[C:9]([NH:10][C@H:11]([CH2:16][C:17]#[CH:18])[C:12](OC)=[O:13])=[CH:8][CH:7]=[CH:6][N:5]=1)([O-])=O.[NH4+].[Cl-].CCN(CC)CC. Product: [CH2:16]([C@@H:11]1[C:12](=[O:13])[NH:1][C:4]2[N:5]=[CH:6][CH:7]=[CH:8][C:9]=2[NH:10]1)[C:17]#[CH:18]. The catalyst class is: 415.